From a dataset of Rat liver microsome stability data. Regression/Classification. Given a drug SMILES string, predict its absorption, distribution, metabolism, or excretion properties. Task type varies by dataset: regression for continuous measurements (e.g., permeability, clearance, half-life) or binary classification for categorical outcomes (e.g., BBB penetration, CYP inhibition). Dataset: rlm. (1) The compound is Cc1ccc2c(C(CC(F)(F)F)c3cccs3)c(-c3ccccc3)[nH]c2c1. The result is 1 (stable in rat liver microsomes). (2) The drug is CC(C)(C)OC(=O)N1Cc2ccc(/C=C/C(=O)NO)cc2C1. The result is 1 (stable in rat liver microsomes). (3) The compound is Cc1ccc(S(=O)(=O)Nc2cnccc2C(=O)Nc2nc(-c3ccccc3Cl)cs2)cc1. The result is 1 (stable in rat liver microsomes). (4) The compound is CN(C)S(=O)(=O)Oc1cncc(-c2c(C#N)c3ccccc3n2C)c1. The result is 1 (stable in rat liver microsomes). (5) The molecule is CS(=O)(=O)c1ccc(-c2cccc(-c3ccnc4c(C(F)(F)F)cccc34)c2)cc1. The result is 0 (unstable in rat liver microsomes).